Predict the reaction yield, written as a fraction of the theoretical maximum amount of product (1.0 means a 100% yield; for example, 0.34 means a 34% yield). From a dataset of Reaction yield outcomes from USPTO patents with 853,638 reactions. The reactants are [Br:1][C:2]1[CH:7]=[CH:6][C:5]([NH:8][C:9]2[C:10]([C:20]([OH:22])=O)=[CH:11][C:12]3[N:16](C)[CH:15]=[N:14][C:13]=3[C:18]=2[F:19])=[C:4]([Cl:23])[CH:3]=1.C1C=CC2N(O)N=[N:30][C:28]=2C=1.C(N(CC)CC)C.CN.CCN=C=NCCCN(C)C. The catalyst is CN(C)C=O.C(OCC)(=O)C.O. The product is [CH3:28][NH:30][C:20]([C:10]1[C:9]([NH:8][C:5]2[CH:6]=[CH:7][C:2]([Br:1])=[CH:3][C:4]=2[Cl:23])=[C:18]([F:19])[C:13]2[N:14]=[CH:15][NH:16][C:12]=2[CH:11]=1)=[O:22]. The yield is 0.420.